From a dataset of Full USPTO retrosynthesis dataset with 1.9M reactions from patents (1976-2016). Predict the reactants needed to synthesize the given product. (1) Given the product [NH2:15][O:14][CH2:13][CH2:12][N:10]([CH3:11])[C:9](=[O:26])[O:8][C:4]([CH3:5])([CH3:6])[CH3:7], predict the reactants needed to synthesize it. The reactants are: O.NN.[C:4]([O:8][C:9](=[O:26])[N:10]([CH2:12][CH2:13][O:14][N:15]1C(=O)C2C(=CC=CC=2)C1=O)[CH3:11])([CH3:7])([CH3:6])[CH3:5]. (2) Given the product [Cl:23][C:24]1[C:25]([O:34][CH2:35][C:36]23[CH2:46][C:40]4([F:47])[CH2:41][C:42]([F:45])([CH2:44][C:38]([F:48])([CH2:39]4)[CH2:37]2)[CH2:43]3)=[CH:26][C:27]([F:33])=[C:28]([CH:32]=1)[C:29]([O:31][CH3:1])=[O:30], predict the reactants needed to synthesize it. The reactants are: [C:1]12(COC3C(Cl)=CC(C(O)=O)=CN=3)CC3CC(CC(C3)C1)C2.[Cl:23][C:24]1[C:25]([O:34][CH2:35][C:36]23[CH2:46][C:40]4([F:47])[CH2:41][C:42]([F:45])([CH2:44][C:38]([F:48])([CH2:39]4)[CH2:37]2)[CH2:43]3)=[CH:26][C:27]([F:33])=[C:28]([CH:32]=1)[C:29]([OH:31])=[O:30]. (3) Given the product [CH3:19][O:18][C:8]1[C:7]2[N:6]([N:5]=[CH:4][C:3]=2[C:1]#[C:2][C:21]2[CH:22]=[N:23][N:24]([C:27]3[CH:28]=[CH:29][CH:30]=[CH:31][CH:32]=3)[C:25]=2[CH3:26])[CH:11]=[C:10]([C:12]2[CH:13]=[N:14][N:15]([CH3:17])[CH:16]=2)[CH:9]=1, predict the reactants needed to synthesize it. The reactants are: [C:1]([C:3]1[CH:4]=[N:5][N:6]2[CH:11]=[C:10]([C:12]3[CH:13]=[N:14][N:15]([CH3:17])[CH:16]=3)[CH:9]=[C:8]([O:18][CH3:19])[C:7]=12)#[CH:2].I[C:21]1[CH:22]=[N:23][N:24]([C:27]2[CH:32]=[CH:31][CH:30]=[CH:29][CH:28]=2)[C:25]=1[CH3:26].C(N(CC)CC)C.[Al]. (4) Given the product [CH3:20][O:19][C:16]1[N:15]=[CH:14][C:13]([NH:12][C:7]2[N:6]=[C:5]([S:21][CH3:22])[NH:4][C:3](=[O:2])[C:8]=2[C:9]([NH2:11])=[O:10])=[CH:18][CH:17]=1, predict the reactants needed to synthesize it. The reactants are: C[O:2][C:3]1[C:8]([C:9]([NH2:11])=[O:10])=[C:7]([NH:12][C:13]2[CH:14]=[N:15][C:16]([O:19][CH3:20])=[CH:17][CH:18]=2)[N:6]=[C:5]([S:21][CH3:22])[N:4]=1.Cl.[OH-].[Na+]. (5) Given the product [NH2:2][CH2:1][CH2:3][CH2:4][P:5]([CH:10]([O:14][CH2:15][CH3:16])[O:11][CH2:12][CH3:13])(=[O:9])[O:6][CH2:7][CH3:8], predict the reactants needed to synthesize it. The reactants are: [C:1]([CH2:3][CH2:4][P:5]([CH:10]([O:14][CH2:15][CH3:16])[O:11][CH2:12][CH3:13])(=[O:9])[O:6][CH2:7][CH3:8])#[N:2]. (6) Given the product [C:17]([O:21][C:22]([N:24]([OH:25])[C:8]1([CH2:1][C:2]2[CH:7]=[CH:6][CH:5]=[CH:4][CH:3]=2)[C:9](=[O:16])[NH:10][C:11](=[O:15])[NH:12][C:13]1=[O:14])=[O:23])([CH3:20])([CH3:19])[CH3:18], predict the reactants needed to synthesize it. The reactants are: [CH2:1]([CH:8]1[C:13](=[O:14])[NH:12][C:11](=[O:15])[NH:10][C:9]1=[O:16])[C:2]1[CH:7]=[CH:6][CH:5]=[CH:4][CH:3]=1.[C:17]([O:21][C:22]([NH:24][OH:25])=[O:23])([CH3:20])([CH3:19])[CH3:18].C(=O)([O-])[O-].[K+].[K+].I([O-])(=O)(=O)=O.[Na+].